Dataset: Full USPTO retrosynthesis dataset with 1.9M reactions from patents (1976-2016). Task: Predict the reactants needed to synthesize the given product. (1) Given the product [CH3:1][O:2][C:3]1[CH:4]=[CH:5][C:6]([N:9]2[C:13]3[C:14](=[O:18])[N:15]([C:33]4[CH:34]=[CH:35][C:36]([C:37]5([C:23]([OH:26])=[O:24])[CH2:38][CH2:39][CH2:44]5)=[CH:41][CH:42]=4)[CH2:16][CH2:17][C:12]=3[C:11]([C:19]([F:22])([F:20])[F:21])=[N:10]2)=[CH:7][CH:8]=1, predict the reactants needed to synthesize it. The reactants are: [CH3:1][O:2][C:3]1[CH:8]=[CH:7][C:6]([N:9]2[C:13]3[C:14](=[O:18])[NH:15][CH2:16][CH2:17][C:12]=3[C:11]([C:19]([F:22])([F:21])[F:20])=[N:10]2)=[CH:5][CH:4]=1.[C:23]([O-:26])([O-])=[O:24].[K+].[K+].N1[C:42]2[C:33](=[CH:34][CH:35]=[C:36]3[C:41]=2N=[CH:39][CH:38]=[CH:37]3)C=CC=1.Cl.[CH3:44]S(C)=O. (2) Given the product [C:37]1([CH3:47])[CH:38]=[CH:39][C:40]([S:43]([OH:46])(=[O:44])=[O:45])=[CH:41][CH:42]=1.[C:1]([C:4]1[CH:36]=[CH:35][C:7]2[N:8]=[C:9]([CH2:33][CH3:34])[N:10]([C:11]3[CH:12]=[CH:13][C:14]([CH2:17][CH2:18][NH:19][C:20]([NH:22][S:23]([C:26]4[CH:27]=[CH:28][C:29]([CH3:32])=[CH:30][CH:31]=4)(=[O:25])=[O:24])=[O:21])=[CH:15][CH:16]=3)[C:6]=2[CH:5]=1)(=[O:3])[CH3:2], predict the reactants needed to synthesize it. The reactants are: [C:1]([C:4]1[CH:36]=[CH:35][C:7]2[NH:8][CH:9]([CH2:33][CH3:34])[N:10]([C:11]3[CH:16]=[CH:15][C:14]([CH2:17][CH2:18][NH:19][C:20]([NH:22][S:23]([C:26]4[CH:31]=[CH:30][C:29]([CH3:32])=[CH:28][CH:27]=4)(=[O:25])=[O:24])=[O:21])=[CH:13][CH:12]=3)[C:6]=2[CH:5]=1)(=[O:3])[CH3:2].[C:37]1([CH3:47])[CH:42]=[CH:41][C:40]([S:43]([OH:46])(=[O:45])=[O:44])=[CH:39][CH:38]=1. (3) The reactants are: Cl.[C:2]1([C:8]2[S:12][C:11]3=[N:13][C:14]([NH:16][C:17]([C@@H:19]4[CH2:24][O:23][CH2:22][CH2:21][NH:20]4)=[O:18])=[CH:15][N:10]3[CH:9]=2)[CH:7]=[CH:6][CH:5]=[CH:4][CH:3]=1.[CH3:25][C:26]([O:29][C:30]([NH:32][C@@H:33]([C:40](O)=[O:41])[C:34]1[CH:39]=[CH:38][CH:37]=[CH:36][CH:35]=1)=[O:31])([CH3:28])[CH3:27].F[P-](F)(F)(F)(F)F.N1(O[P+](N(C)C)(N(C)C)N(C)C)C2C=CC=CC=2N=N1.C(N(CC)CC)C. Given the product [C:26]([O:29][C:30](=[O:31])[NH:32][C@@H:33]([C:34]1[CH:35]=[CH:36][CH:37]=[CH:38][CH:39]=1)[C:40](=[O:41])[N:20]1[CH2:21][CH2:22][O:23][CH2:24][C@@H:19]1[C:17](=[O:18])[NH:16][C:14]1[N:13]=[C:11]2[N:10]([CH:15]=1)[CH:9]=[C:8]([C:2]1[CH:3]=[CH:4][CH:5]=[CH:6][CH:7]=1)[S:12]2)([CH3:28])([CH3:25])[CH3:27], predict the reactants needed to synthesize it. (4) The reactants are: [NH2:1][C:2]1[CH:7]=[CH:6][C:5]([CH2:8][CH2:9][C:10]([O:12][CH2:13][CH3:14])=[O:11])=[C:4]([F:15])[CH:3]=1.[CH2:16]([N:18]([CH2:39][CH3:40])[C:19](=[O:38])[CH2:20][O:21][C:22]1[CH:27]=[C:26]([CH3:28])[C:25]([C:29]2[CH:34]=[CH:33][CH:32]=[C:31]([CH:35]=O)[CH:30]=2)=[C:24]([CH3:37])[CH:23]=1)[CH3:17].C(O)(=O)C.C(O[BH-](OC(=O)C)OC(=O)C)(=O)C.[Na+].C(O)(=O)CC(CC(O)=O)(C(O)=O)O. Given the product [CH2:39]([N:18]([CH2:16][CH3:17])[C:19](=[O:38])[CH2:20][O:21][C:22]1[CH:27]=[C:26]([CH3:28])[C:25]([C:29]2[CH:34]=[CH:33][CH:32]=[C:31]([CH2:35][NH:1][C:2]3[CH:7]=[CH:6][C:5]([CH2:8][CH2:9][C:10]([O:12][CH2:13][CH3:14])=[O:11])=[C:4]([F:15])[CH:3]=3)[CH:30]=2)=[C:24]([CH3:37])[CH:23]=1)[CH3:40], predict the reactants needed to synthesize it.